Task: Binary Classification. Given a drug SMILES string, predict its activity (active/inactive) in a high-throughput screening assay against a specified biological target.. Dataset: Choline transporter screen with 302,306 compounds The compound is Clc1cc(CN2CC(N3CCN(CC3)c3c(cccc3)C)CCC2)cc(OC)c1O. The result is 0 (inactive).